This data is from Reaction yield outcomes from USPTO patents with 853,638 reactions. The task is: Predict the reaction yield, written as a fraction of the theoretical maximum amount of product (1.0 means a 100% yield; for example, 0.34 means a 34% yield). The reactants are [CH3:1][C:2]1[CH:7]=[C:6]([O:8]C2CCCCO2)[CH:5]=[C:4]([CH3:15])[C:3]=1[C:16]1[CH:21]=[CH:20][CH:19]=[C:18]([CH2:22][O:23][C:24]2[CH:29]=[CH:28][C:27]([CH2:30][CH2:31][C:32]([O:34][CH3:35])=[O:33])=[CH:26][CH:25]=2)[CH:17]=1.O.C1(C)C=CC(S(O)(=O)=O)=CC=1. The catalyst is CO. The product is [OH:8][C:6]1[CH:7]=[C:2]([CH3:1])[C:3]([C:16]2[CH:21]=[CH:20][CH:19]=[C:18]([CH2:22][O:23][C:24]3[CH:25]=[CH:26][C:27]([CH2:30][CH2:31][C:32]([O:34][CH3:35])=[O:33])=[CH:28][CH:29]=3)[CH:17]=2)=[C:4]([CH3:15])[CH:5]=1. The yield is 0.880.